From a dataset of Full USPTO retrosynthesis dataset with 1.9M reactions from patents (1976-2016). Predict the reactants needed to synthesize the given product. (1) Given the product [CH2:33]([O:29][C:26](=[O:28])[C:2]1[CH:7]=[CH:6][C:5]([CH:8]2[CH2:12][C:11]([C:17]3[CH:22]=[C:21]([Cl:23])[CH:20]=[C:19]([Cl:24])[CH:18]=3)([C:13]([F:14])([F:16])[F:15])[CH:10]=[N:9]2)=[CH:4][C:3]=1[CH3:25])[CH3:34], predict the reactants needed to synthesize it. The reactants are: Br[C:2]1[CH:7]=[CH:6][C:5]([CH:8]2[CH2:12][C:11]([C:17]3[CH:22]=[C:21]([Cl:23])[CH:20]=[C:19]([Cl:24])[CH:18]=3)([C:13]([F:16])([F:15])[F:14])[CH:10]=[N:9]2)=[CH:4][C:3]=1[CH3:25].[C:26]([O-:29])(=[O:28])C.[Na+].[C]=O.[CH2:33](O)[CH3:34]. (2) Given the product [CH:1]1([CH2:7][CH2:8][CH:9]2[CH2:10][CH:11]([C:12]([O:14][CH3:15])=[O:13])[CH2:16][CH2:17][NH:18]2)[CH2:2][CH2:3][CH2:4][CH2:5][CH2:6]1, predict the reactants needed to synthesize it. The reactants are: [C:1]1(/[CH:7]=[CH:8]/[C:9]2[CH:10]=[C:11]([CH:16]=[CH:17][N:18]=2)[C:12]([O:14][CH3:15])=[O:13])[CH:6]=[CH:5][CH:4]=[CH:3][CH:2]=1. (3) Given the product [CH2:1]([O:3][C:4](=[O:18])[CH:5]([O:15][CH2:16][CH3:17])[CH2:6][C:7]1[CH:12]=[CH:11][C:10]([O:13][CH2:33][CH2:32][C:30]2[N:31]=[C:27]([C:24]3[CH:25]=[CH:26][C:21]([O:20][CH3:19])=[CH:22][CH:23]=3)[S:28][C:29]=2[CH3:35])=[C:9]([F:14])[CH:8]=1)[CH3:2], predict the reactants needed to synthesize it. The reactants are: [CH2:1]([O:3][C:4](=[O:18])[CH:5]([O:15][CH2:16][CH3:17])[CH2:6][C:7]1[CH:12]=[CH:11][C:10]([OH:13])=[C:9]([F:14])[CH:8]=1)[CH3:2].[CH3:19][O:20][C:21]1[CH:26]=[CH:25][C:24]([C:27]2[S:28][C:29]([CH3:35])=[C:30]([CH2:32][CH2:33]O)[N:31]=2)=[CH:23][CH:22]=1.COC(=O)CC(=O)C(Br)C.COC1C=CC(C(N)=S)=CC=1.C1(P(C2C=CC=CC=2)C2C=CC=CC=2)C=CC=CC=1.N(C(OCC)=O)=NC(OCC)=O. (4) Given the product [CH3:29][O:19][C:18]([C:17]1[N:8]([CH2:1][C:2]2[CH:3]=[CH:4][CH:5]=[CH:6][CH:7]=2)[C:9](=[O:28])[C:10]2[C:15]([C:16]=1[C:21]1[CH:22]=[CH:23][CH:24]=[CH:25][CH:26]=1)=[CH:14][C:13]([Br:27])=[CH:12][CH:11]=2)=[O:20], predict the reactants needed to synthesize it. The reactants are: [CH2:1]([N:8]1[C:17]([C:18]([OH:20])=[O:19])=[C:16]([C:21]2[CH:26]=[CH:25][CH:24]=[CH:23][CH:22]=2)[C:15]2[C:10](=[CH:11][CH:12]=[C:13]([Br:27])[CH:14]=2)[C:9]1=[O:28])[C:2]1[CH:7]=[CH:6][CH:5]=[CH:4][CH:3]=1.[C:29](=O)([O-])[O-].[K+].[K+].CI.CN(C)C=O. (5) Given the product [Br:1][C:2]1[CH:3]=[C:4]([Cl:21])[C:5]2[O:20][C:9]3[CH2:10][CH2:11][N:12]([C:15]([O:17][CH2:18][CH3:19])=[O:16])[CH2:13][CH2:14][C:8]=3[C:6]=2[CH:7]=1, predict the reactants needed to synthesize it. The reactants are: [Br:1][C:2]1[CH:3]=[C:4]([Cl:21])[C:5]2[O:20][C:9]3[CH2:10][CH2:11][N:12]([C:15]([O:17][CH2:18][CH3:19])=[O:16])[CH:13]=[CH:14][C:8]=3[C:6]=2[CH:7]=1.FC(F)(F)C(O)=O.C([SiH](CC)CC)C.